From a dataset of TCR-epitope binding with 47,182 pairs between 192 epitopes and 23,139 TCRs. Binary Classification. Given a T-cell receptor sequence (or CDR3 region) and an epitope sequence, predict whether binding occurs between them. (1) The TCR CDR3 sequence is CASSQETSVGSSYNEQFF. The epitope is AYILFTRFFYV. Result: 0 (the TCR does not bind to the epitope). (2) The epitope is VLWAHGFEL. The TCR CDR3 sequence is CASTQDRGTEAFF. Result: 1 (the TCR binds to the epitope). (3) The epitope is FVDGVPFVV. The TCR CDR3 sequence is CASSQDLQGTNEKLFF. Result: 0 (the TCR does not bind to the epitope). (4) The epitope is KLWAQCVQL. The TCR CDR3 sequence is CASSQDGGGANEQFF. Result: 0 (the TCR does not bind to the epitope). (5) Result: 1 (the TCR binds to the epitope). The epitope is KPLEFGATSAAL. The TCR CDR3 sequence is CASAASNIATTSTDTQYF.